From a dataset of Catalyst prediction with 721,799 reactions and 888 catalyst types from USPTO. Predict which catalyst facilitates the given reaction. (1) Reactant: [CH3:1][O:2][C:3]1[CH:4]=[C:5]2[C:10](=[CH:11][CH:12]=1)[N:9]=[CH:8][CH:7]=[C:6]2[C@@H:13]1[CH2:15][O:14]1.[O:16]1[C:20]2([CH2:25][CH2:24][NH:23][CH2:22][CH2:21]2)[O:19][CH2:18][CH2:17]1.[O-]S(C(F)(F)F)(=O)=O.[Yb+3].[O-]S(C(F)(F)F)(=O)=O.[O-]S(C(F)(F)F)(=O)=O. Product: [O:16]1[C:20]2([CH2:25][CH2:24][N:23]([CH2:15][C@@H:13]([C:6]3[C:5]4[C:10](=[CH:11][CH:12]=[C:3]([O:2][CH3:1])[CH:4]=4)[N:9]=[CH:8][CH:7]=3)[OH:14])[CH2:22][CH2:21]2)[O:19][CH2:18][CH2:17]1. The catalyst class is: 4. (2) Reactant: [Si:1]([O:8][CH2:9][C@H:10]([C:24]1[S:28][C:27]([CH2:29][NH:30][C:31](=[O:51])[C@H:32]([CH:38]([C:45]2[CH:50]=[CH:49][CH:48]=[CH:47][CH:46]=2)[C:39]2[CH:44]=[CH:43][CH:42]=[CH:41][CH:40]=2)[NH:33][C:34]([O:36][CH3:37])=[O:35])=[CH:26][CH:25]=1)[NH:11][S:12]([C:15]1[CH:20]=[CH:19][C:18]([N+:21]([O-:23])=[O:22])=[CH:17][CH:16]=1)(=[O:14])=[O:13])([C:4]([CH3:7])([CH3:6])[CH3:5])([CH3:3])[CH3:2].C1C=CC(P(C2C=CC=CC=2)C2C=CC=CC=2)=CC=1.[CH2:71](O)[CH:72]([CH3:74])[CH3:73].CC(OC(/N=N/C(OC(C)C)=O)=O)C. Product: [Si:1]([O:8][CH2:9][C@H:10]([C:24]1[S:28][C:27]([CH2:29][NH:30][C:31](=[O:51])[C@H:32]([CH:38]([C:39]2[CH:44]=[CH:43][CH:42]=[CH:41][CH:40]=2)[C:45]2[CH:50]=[CH:49][CH:48]=[CH:47][CH:46]=2)[NH:33][C:34]([O:36][CH3:37])=[O:35])=[CH:26][CH:25]=1)[N:11]([CH2:71][CH:72]([CH3:74])[CH3:73])[S:12]([C:15]1[CH:16]=[CH:17][C:18]([N+:21]([O-:23])=[O:22])=[CH:19][CH:20]=1)(=[O:13])=[O:14])([C:4]([CH3:7])([CH3:5])[CH3:6])([CH3:2])[CH3:3]. The catalyst class is: 299. (3) Reactant: [CH3:1][C:2]1[N:6]=[C:5]([CH3:7])[S:4][C:3]=1/[CH:8]=[CH:9]/[C:10](N(C)C)=O.[CH3:15][NH:16][S:17]([C:20]1[CH:25]=[CH:24][CH:23]=[C:22]([NH:26][C:27]([NH2:29])=[NH:28])[CH:21]=1)(=[O:19])=[O:18].CC#N. The catalyst class is: 48. Product: [CH3:7][C:5]1[S:4][C:3]([C:8]2[CH:9]=[CH:10][N:29]=[C:27]([NH:26][C:22]3[CH:21]=[C:20]([S:17]([NH:16][CH3:15])(=[O:18])=[O:19])[CH:25]=[CH:24][CH:23]=3)[N:28]=2)=[C:2]([CH3:1])[N:6]=1. (4) Reactant: [C:1]1([OH:7])[CH:6]=[CH:5][CH:4]=[CH:3][CH:2]=1.[OH-].[Na+].Cl.Cl[CH2:12][CH2:13][CH2:14][N:15]([CH2:20][CH2:21][CH2:22][CH3:23])[CH2:16][CH2:17][CH2:18][CH3:19]. Product: [CH2:20]([N:15]([CH2:16][CH2:17][CH2:18][CH3:19])[CH2:14][CH2:13][CH2:12][O:7][C:1]1[CH:6]=[CH:5][CH:4]=[CH:3][CH:2]=1)[CH2:21][CH2:22][CH3:23]. The catalyst class is: 6. (5) Reactant: C(=O)([O-])[O-].[K+].[K+].CN(C=O)C.F[C:13]1[CH:14]=[CH:15][C:16]([N+:20]([O-:22])=[O:21])=[C:17]([CH3:19])[CH:18]=1.[F:23][C:24]([F:31])([F:30])[C:25]1[CH:29]=[CH:28][NH:27][N:26]=1. Product: [CH3:19][C:17]1[CH:18]=[C:13]([N:27]2[CH:28]=[CH:29][C:25]([C:24]([F:31])([F:30])[F:23])=[N:26]2)[CH:14]=[CH:15][C:16]=1[N+:20]([O-:22])=[O:21]. The catalyst class is: 6. (6) Reactant: [OH:1][CH:2]([C:19]1[CH:20]=[C:21]2[C:26](=[CH:27][CH:28]=1)[NH:25][C:24](=[O:29])[CH2:23][CH2:22]2)[CH2:3][N:4]1[CH2:9][CH2:8][C:7]([OH:18])([C:10]2[CH:15]=[CH:14][CH:13]=[C:12]([O:16][CH3:17])[CH:11]=2)[CH2:6][CH2:5]1.[ClH:30].C(OC(=O)C)C. Product: [ClH:30].[OH:1][CH:2]([C:19]1[CH:20]=[C:21]2[C:26](=[CH:27][CH:28]=1)[NH:25][C:24](=[O:29])[CH2:23][CH2:22]2)[CH2:3][N:4]1[CH2:9][CH2:8][C:7]([OH:18])([C:10]2[CH:15]=[CH:14][CH:13]=[C:12]([O:16][CH3:17])[CH:11]=2)[CH2:6][CH2:5]1. The catalyst class is: 5. (7) Reactant: [Cl:1][C:2]1[CH:3]=[CH:4][C:5]([NH:8][C:9]([C:11]2[CH:16]=[C:15]([Cl:17])[CH:14]=[CH:13][C:12]=2[NH:18][C:19]([C:21]2[CH:26]=[CH:25][C:24]([S:27]([CH3:33])(=[N:29][CH2:30][CH2:31]Br)=[O:28])=[CH:23][CH:22]=2)=[O:20])=[O:10])=[N:6][CH:7]=1.[CH2:34]([NH:36][CH2:37][CH3:38])[CH3:35]. Product: [Cl:1][C:2]1[CH:3]=[CH:4][C:5]([NH:8][C:9]([C:11]2[CH:16]=[C:15]([Cl:17])[CH:14]=[CH:13][C:12]=2[NH:18][C:19]([C:21]2[CH:26]=[CH:25][C:24]([S:27]([CH3:33])(=[N:29][CH2:30][CH2:31][N:36]([CH2:37][CH3:38])[CH2:34][CH3:35])=[O:28])=[CH:23][CH:22]=2)=[O:20])=[O:10])=[N:6][CH:7]=1. The catalyst class is: 18. (8) Reactant: [Br:1][C:2]1[CH:3]=[N:4][NH:5][C:6]=1[C:7]([CH3:15])([CH3:14])[O:8][SiH2:9][C:10]([CH3:13])([CH3:12])[CH3:11].[O:16]1[CH:21]=[CH:20][CH2:19][CH2:18][CH2:17]1.[H-].[Na+]. Product: [Br:1][C:2]1[C:6]([C:7]([CH3:15])([CH3:14])[O:8][SiH2:9][C:10]([CH3:13])([CH3:12])[CH3:11])=[N:5][N:4]([CH:17]2[CH2:18][CH2:19][CH2:20][CH2:21][O:16]2)[CH:3]=1.[Br:1][C:2]1[CH:3]=[N:4][N:5]([CH:17]2[CH2:18][CH2:19][CH2:20][CH2:21][O:16]2)[C:6]=1[C:7]([CH3:15])([CH3:14])[O:8][SiH2:9][C:10]([CH3:13])([CH3:12])[CH3:11]. The catalyst class is: 67. (9) Reactant: [CH3:1][N:2]1[C:11](=[O:12])[C:10]2[N:9]([CH2:13][CH:14]=[C:15]([CH3:17])[CH3:16])[C:8]([CH:18]3[CH2:23][CH2:22][NH:21][CH2:20][CH2:19]3)=[N:7][C:6]=2[N:5]([CH3:24])[C:3]1=[O:4].[N:25](OCCC(C)C)=[O:26]. Product: [CH3:1][N:2]1[C:11](=[O:12])[C:10]2[N:9]([CH2:13][CH:14]=[C:15]([CH3:17])[CH3:16])[C:8]([CH:18]3[CH2:19][CH2:20][N:21]([N:25]=[O:26])[CH2:22][CH2:23]3)=[N:7][C:6]=2[N:5]([CH3:24])[C:3]1=[O:4]. The catalyst class is: 7.